From a dataset of Full USPTO retrosynthesis dataset with 1.9M reactions from patents (1976-2016). Predict the reactants needed to synthesize the given product. Given the product [CH3:1][O:2][C:3]1[CH:4]=[C:5]([CH:21]=[CH:22][C:23]=1[O:24][CH3:25])[CH2:6][CH:7]1[C:16]2[C:11](=[CH:12][C:13]([O:19][CH3:20])=[CH:14][C:15]=2[O:17][CH3:18])[CH2:10][CH2:9][N:8]1[CH2:27][C:28]([NH:38][CH2:31][C:32]1[CH:37]=[CH:36][CH:35]=[CH:34][CH:33]=1)=[O:29], predict the reactants needed to synthesize it. The reactants are: [CH3:1][O:2][C:3]1[CH:4]=[C:5]([CH:21]=[CH:22][C:23]=1[O:24][CH3:25])[CH2:6][CH:7]1[C:16]2[C:11](=[CH:12][C:13]([O:19][CH3:20])=[CH:14][C:15]=2[O:17][CH3:18])[CH2:10][CH2:9][NH:8]1.Br[CH2:27][C:28](Br)=[O:29].[CH2:31]([NH2:38])[C:32]1[CH:37]=[CH:36][CH:35]=[CH:34][CH:33]=1.